This data is from Catalyst prediction with 721,799 reactions and 888 catalyst types from USPTO. The task is: Predict which catalyst facilitates the given reaction. (1) Reactant: C([O:3][C:4](=[O:31])[CH2:5][CH2:6][C:7]1[CH:12]=[CH:11][C:10]([O:13][CH2:14][CH:15]=[C:16]([C:24]2[CH:29]=[CH:28][C:27]([Br:30])=[CH:26][CH:25]=2)[C:17]2[CH:22]=[CH:21][C:20]([Br:23])=[CH:19][CH:18]=2)=[CH:9][CH:8]=1)C.[OH-].[Na+]. Product: [Br:23][C:20]1[CH:19]=[CH:18][C:17]([C:16]([C:24]2[CH:25]=[CH:26][C:27]([Br:30])=[CH:28][CH:29]=2)=[CH:15][CH2:14][O:13][C:10]2[CH:11]=[CH:12][C:7]([CH2:6][CH2:5][C:4]([OH:31])=[O:3])=[CH:8][CH:9]=2)=[CH:22][CH:21]=1. The catalyst class is: 234. (2) Reactant: [OH:1][C:2]1[CH:3]=[C:4]2[C:8](=[CH:9][CH:10]=1)[N:7]([CH2:11][CH2:12][CH2:13][O:14][C:15]1[C:24]3[C:19](=[CH:20][CH:21]=[CH:22][CH:23]=3)[CH:18]=[CH:17][CH:16]=1)[C:6]([C:25]([O:27]CC)=[O:26])=[C:5]2[C:30]1[CH:35]=[CH:34][CH:33]=[CH:32][C:31]=1[CH:36]([CH3:38])[CH3:37].[OH-].[Na+]. Product: [OH:1][C:2]1[CH:3]=[C:4]2[C:8](=[CH:9][CH:10]=1)[N:7]([CH2:11][CH2:12][CH2:13][O:14][C:15]1[C:24]3[C:19](=[CH:20][CH:21]=[CH:22][CH:23]=3)[CH:18]=[CH:17][CH:16]=1)[C:6]([C:25]([OH:27])=[O:26])=[C:5]2[C:30]1[CH:35]=[CH:34][CH:33]=[CH:32][C:31]=1[CH:36]([CH3:38])[CH3:37]. The catalyst class is: 83. (3) Reactant: C([O:8][C@@H:9]1[C@@H:22]([O:23]CC2C=CC=CC=2)[C@H:21]([O:31]CC2C=CC=CC=2)[C@@H:20]([CH2:39][O:40][C:41]([C@H:43]2[CH2:48][CH2:47][C@H:46]([C@:49]([C:52]3[N:57]=[CH:56][C:55]([C:58]4[CH:63]=[C:62]([CH3:64])[CH:61]=[C:60]([NH:65][C:66]5[CH:71]=[C:70]([CH:72]([F:74])[F:73])[CH:69]=[CH:68][N:67]=5)[N:59]=4)=[CH:54][CH:53]=3)([OH:51])[CH3:50])[CH2:45][CH2:44]2)=[O:42])[O:19][CH:10]1[O:11]CC1C=CC=CC=1)C1C=CC=CC=1.B(Br)(Br)Br.C(OCC)(=O)C. Product: [F:74][CH:72]([F:73])[C:70]1[CH:69]=[CH:68][N:67]=[C:66]([NH:65][C:60]2[N:59]=[C:58]([C:55]3[CH:56]=[N:57][C:52]([C@@:49]([C@H:46]4[CH2:47][CH2:48][C@H:43]([C:41]([O:40][CH2:39][C@H:20]5[O:19][CH:10]([OH:11])[C@H:9]([OH:8])[C@@H:22]([OH:23])[C@@H:21]5[OH:31])=[O:42])[CH2:44][CH2:45]4)([OH:51])[CH3:50])=[CH:53][CH:54]=3)[CH:63]=[C:62]([CH3:64])[CH:61]=2)[CH:71]=1. The catalyst class is: 46. (4) Reactant: COC1C=C(C=CC=1OC)C[NH:7][C:8]1[N:13]2[N:14]=[C:15]([C:17]3[O:18][CH:19]=[CH:20][CH:21]=3)[N:16]=[C:12]2[CH:11]=[C:10]([C:22]2([O:25][CH2:26][CH3:27])[CH2:24][CH2:23]2)[N:9]=1.O.C(C1C(=O)C(Cl)=C(Cl)C(=O)C=1C#N)#N.[OH-].[Na+]. Product: [NH2:7][C:8]1[N:13]2[N:14]=[C:15]([C:17]3[O:18][CH:19]=[CH:20][CH:21]=3)[N:16]=[C:12]2[CH:11]=[C:10]([C:22]2([O:25][CH2:26][CH3:27])[CH2:23][CH2:24]2)[N:9]=1. The catalyst class is: 22. (5) Reactant: [Cl:1][C:2]1[CH:7]=[C:6]([C:8](=[O:18])/[CH:9]=[CH:10]/[C:11]2[C:16]([F:17])=[CH:15][CH:14]=[CH:13][N:12]=2)[C:5]([OH:19])=[CH:4][C:3]=1[NH:20][C:21](=[O:23])[CH3:22].C(O)C.[OH-].[K+]. Product: [Cl:1][C:2]1[CH:7]=[C:6]2[C:5](=[CH:4][C:3]=1[NH:20][C:21](=[O:23])[CH3:22])[O:19][CH:10]([C:11]1[C:16]([F:17])=[CH:15][CH:14]=[CH:13][N:12]=1)[CH2:9][C:8]2=[O:18]. The catalyst class is: 8. (6) Reactant: [Br:1][C:2]1[CH:3]=[C:4]([OH:10])[C:5](=[CH:8][CH:9]=1)[CH:6]=[O:7].Br[C:12]1[CH:13]=C(O)C=C[CH:17]=1.C(=O)([O-])[O-].[K+].[K+].C(Br)C=C. Product: [CH2:13]([O:10][C:4]1[CH:3]=[C:2]([Br:1])[CH:9]=[CH:8][C:5]=1[CH:6]=[O:7])[CH:12]=[CH2:17]. The catalyst class is: 35. (7) Reactant: [Cl:1][C:2]1[CH:3]=[C:4]([CH:27]=[CH:28][C:29]=1[Cl:30])[C:5]([NH:7][C:8]1[CH:9]=[CH:10][C:11]([S:14][C:15]2[CH:20]=[CH:19][C:18]([CH2:21][CH2:22][C:23]([O:25][CH3:26])=[O:24])=[CH:17][CH:16]=2)=[N:12][CH:13]=1)=[O:6].ClC1C=CC=C(C(OO)=[O:39])C=1.CO. Product: [Cl:1][C:2]1[CH:3]=[C:4]([CH:27]=[CH:28][C:29]=1[Cl:30])[C:5]([NH:7][C:8]1[CH:9]=[CH:10][C:11]([S:14]([C:15]2[CH:20]=[CH:19][C:18]([CH2:21][CH2:22][C:23]([O:25][CH3:26])=[O:24])=[CH:17][CH:16]=2)=[O:39])=[N:12][CH:13]=1)=[O:6]. The catalyst class is: 4. (8) The catalyst class is: 3. Product: [CH:22]1([C:25]([NH2:33])=[O:27])[CH2:23][CH2:24][CH2:19][CH2:20][CH2:21]1. Reactant: OC(C1CCN(CC2C=CC([N+]([O-])=O)=C(N[C@@H:19]3[CH2:24][CH2:23][C@H:22]([C:25]([OH:27])=O)[CH2:21][CH2:20]3)C=2)CC1)(C)C.C1N=C[N:33](C(N2C=NC=C2)=O)C=1.[OH-].[NH4+].